Dataset: Reaction yield outcomes from USPTO patents with 853,638 reactions. Task: Predict the reaction yield, written as a fraction of the theoretical maximum amount of product (1.0 means a 100% yield; for example, 0.34 means a 34% yield). (1) The reactants are [N:1]1([CH2:7][CH2:8][CH2:9][OH:10])[CH2:6][CH2:5][O:4][CH2:3][CH2:2]1.[H-].[Na+].[CH2:13]([O:20][C:21]1[CH:26]=[CH:25][C:24]([C:27]2[CH:32]=[C:31](Cl)[N:30]=[N:29][C:28]=2[CH2:34][CH2:35][CH2:36][CH3:37])=[CH:23][CH:22]=1)[C:14]1[CH:19]=[CH:18][CH:17]=[CH:16][CH:15]=1. The catalyst is C1COCC1. The product is [CH2:13]([O:20][C:21]1[CH:26]=[CH:25][C:24]([C:27]2[CH:32]=[C:31]([O:10][CH2:9][CH2:8][CH2:7][N:1]3[CH2:6][CH2:5][O:4][CH2:3][CH2:2]3)[N:30]=[N:29][C:28]=2[CH2:34][CH2:35][CH2:36][CH3:37])=[CH:23][CH:22]=1)[C:14]1[CH:15]=[CH:16][CH:17]=[CH:18][CH:19]=1. The yield is 0.750. (2) The catalyst is O1CCCC1. The reactants are [CH3:1][O:2][C:3]1[CH:4]=[C:5]2[O:9][C:8]([C:10]3[N:11]=[C:12]4[N:16]([CH:17]=3)[N:15]=[C:14]([O:18][CH3:19])[S:13]4)=[CH:7][C:6]2=[C:20]([OH:22])[CH:21]=1.C1(P(C2C=CC=CC=2)C2C=CC=CC=2)C=CC=CC=1.[CH2:42]([O:49][C:50]1[CH:51]=[C:52]([CH:55]=[CH:56][CH:57]=1)[CH2:53]O)[C:43]1[CH:48]=[CH:47][CH:46]=[CH:45][CH:44]=1.N(C(OC(C)C)=O)=NC(OC(C)C)=O. The product is [CH2:42]([O:49][C:50]1[CH:51]=[C:52]([CH:55]=[CH:56][CH:57]=1)[CH2:53][O:22][C:20]1[C:6]2[CH:7]=[C:8]([C:10]3[N:11]=[C:12]4[N:16]([CH:17]=3)[N:15]=[C:14]([O:18][CH3:19])[S:13]4)[O:9][C:5]=2[CH:4]=[C:3]([O:2][CH3:1])[CH:21]=1)[C:43]1[CH:44]=[CH:45][CH:46]=[CH:47][CH:48]=1. The yield is 0.700. (3) The reactants are Cl[CH2:2][CH2:3][CH2:4][N:5]1[C:14]2[C:9](=[CH:10][C:11]([F:15])=[CH:12][CH:13]=2)[CH2:8][CH2:7][C:6]1=[O:16].[CH2:17]([CH:21]1[CH2:26][CH2:25][NH:24][CH2:23][CH2:22]1)[CH2:18][CH2:19][CH3:20].C([O-])([O-])=O.[K+].[K+]. The catalyst is CC#N. The product is [CH2:17]([CH:21]1[CH2:26][CH2:25][N:24]([CH2:2][CH2:3][CH2:4][N:5]2[C:14]3[C:9](=[CH:10][C:11]([F:15])=[CH:12][CH:13]=3)[CH2:8][CH2:7][C:6]2=[O:16])[CH2:23][CH2:22]1)[CH2:18][CH2:19][CH3:20]. The yield is 0.700. (4) The reactants are [O:1]([C:3]#[N:4])[K].[N:5]1([CH:10]([C:14]2[CH:19]=[CH:18][C:17]([NH2:20])=[CH:16][CH:15]=2)[CH:11]([CH3:13])[CH3:12])[CH:9]=[CH:8][N:7]=[CH:6]1.[OH-].[Na+]. The catalyst is O.C(O)(=O)C. The product is [N:5]1([CH:10]([C:14]2[CH:15]=[CH:16][C:17]([NH:20][C:3]([NH2:4])=[O:1])=[CH:18][CH:19]=2)[CH:11]([CH3:13])[CH3:12])[CH:9]=[CH:8][N:7]=[CH:6]1. The yield is 0.514. (5) The reactants are [CH2:1]([O:3][C:4]([C:6]1[CH2:11][C@@H:10]([NH2:12])[C@H:9]([OH:13])[C@H:8]([O:14][CH:15]([CH2:18][CH3:19])[CH2:16][CH3:17])[CH:7]=1)=[O:5])[CH3:2].[Na+:20].[CH:21]([C:23]1[CH:28]=[CH:27][CH:26]=[CH:25][C:24]=1[S:29]([O-:32])(=[O:31])=[O:30])=O. The catalyst is C(O)C. The product is [Na+:20].[CH2:1]([O:3][C:4]([C:6]1[CH2:11][C@@H:10]([N:12]=[CH:21][C:23]2[CH:28]=[CH:27][CH:26]=[CH:25][C:24]=2[S:29]([O-:32])(=[O:31])=[O:30])[C@H:9]([OH:13])[C@H:8]([O:14][CH:15]([CH2:16][CH3:17])[CH2:18][CH3:19])[CH:7]=1)=[O:5])[CH3:2]. The yield is 0.990.